Dataset: Catalyst prediction with 721,799 reactions and 888 catalyst types from USPTO. Task: Predict which catalyst facilitates the given reaction. (1) Reactant: [CH2:1]([OH:3])[CH3:2].[O-2:4].[Mn+2:5]. Product: [C:1]([O-:4])(=[O:3])[CH3:2].[Mn+2:5].[C:1]([O-:4])(=[O:3])[CH3:2]. The catalyst class is: 6. (2) Product: [F:1][C:2]1[C:14]([F:15])=[CH:13][CH:12]=[CH:11][C:3]=1[N:4]([C:5]1[CH:10]=[CH:9][CH:8]=[CH:7][CH:6]=1)[C:17]([Cl:16])=[O:19]. Reactant: [F:1][C:2]1[C:14]([F:15])=[CH:13][CH:12]=[CH:11][C:3]=1[NH:4][C:5]1[CH:10]=[CH:9][CH:8]=[CH:7][CH:6]=1.[Cl:16][C:17](Cl)([O:19]C(=O)OC(Cl)(Cl)Cl)Cl.N1C=CC=CC=1. The catalyst class is: 2. (3) Reactant: Cl.[NH2:2][C:3]1[C:8]([OH:9])=[CH:7][CH:6]=[CH:5][C:4]=1[OH:10].[C:11](OC)(OC)(OC)C. Product: [O:9]1[C:8]2=[CH:7][CH:6]=[CH:5][C:4]([OH:10])=[C:3]2[N:2]=[CH:11]1. The catalyst class is: 65. (4) Reactant: [CH2:1]([O:3][C:4]([C:6]1[C:7]([OH:22])=[C:8]2[CH:16]=[CH:15][N:14]([CH2:17][CH2:18][CH:19]([CH3:21])[CH3:20])[C:9]2=[C:10]([C:12]#[N:13])[N:11]=1)=[O:5])[CH3:2].[C:23](OC(=O)C)(=[O:25])[CH3:24].C(N(CC)CC)C. Product: [CH2:1]([O:3][C:4]([C:6]1[C:7]([O:22][C:23](=[O:25])[CH3:24])=[C:8]2[CH:16]=[CH:15][N:14]([CH2:17][CH2:18][CH:19]([CH3:21])[CH3:20])[C:9]2=[C:10]([C:12]#[N:13])[N:11]=1)=[O:5])[CH3:2]. The catalyst class is: 2. (5) Reactant: [N-:1]=[N+:2]=[N-:3].[Na+].[Cl:5][C:6]1[CH:11]=[CH:10][C:9]([C:12]2([C:15]3[CH:20]=[CH:19][C:18]([I:21])=[CH:17][CH:16]=3)[CH2:14][O:13]2)=[CH:8][CH:7]=1. Product: [N:1]([CH2:14][C:12]([C:9]1[CH:10]=[CH:11][C:6]([Cl:5])=[CH:7][CH:8]=1)([C:15]1[CH:16]=[CH:17][C:18]([I:21])=[CH:19][CH:20]=1)[OH:13])=[N+:2]=[N-:3]. The catalyst class is: 95.